Binary Classification. Given a drug SMILES string, predict its activity (active/inactive) in a high-throughput screening assay against a specified biological target. From a dataset of M1 muscarinic receptor antagonist screen with 61,756 compounds. (1) The result is 0 (inactive). The molecule is s1c(C(OCc2[nH]c3c(c(=O)n2)cccc3)=O)ccc1. (2) The drug is O1CCN(CC1)C(=O)c1ccc(oc1)=O. The result is 0 (inactive). (3) The molecule is FC(F)Oc1c(C2C(=C(NC(=C2C(OCC)=O)C)C)C(OCC)=O)cc(N)cc1. The result is 0 (inactive). (4) The compound is Fc1ccc(C=2CCN(CC2)Cc2ccc(N(C)C)cc2)cc1. The result is 1 (active). (5) The molecule is Fc1cc2C3(c4c([nH]nc4OC(N)=C3C#N)COC)C(=O)Nc2cc1. The result is 0 (inactive).